From a dataset of Merck oncology drug combination screen with 23,052 pairs across 39 cell lines. Regression. Given two drug SMILES strings and cell line genomic features, predict the synergy score measuring deviation from expected non-interaction effect. (1) Drug 1: O=P1(N(CCCl)CCCl)NCCCO1. Drug 2: C=CCn1c(=O)c2cnc(Nc3ccc(N4CCN(C)CC4)cc3)nc2n1-c1cccc(C(C)(C)O)n1. Cell line: VCAP. Synergy scores: synergy=2.47. (2) Drug 1: O=C(O)C1(Cc2cccc(Nc3nccs3)n2)CCC(Oc2cccc(Cl)c2F)CC1. Drug 2: C#Cc1cccc(Nc2ncnc3cc(OCCOC)c(OCCOC)cc23)c1. Cell line: PA1. Synergy scores: synergy=13.2. (3) Drug 1: NC(=O)c1cccc2cn(-c3ccc(C4CCCNC4)cc3)nc12. Drug 2: Cn1cc(-c2cnn3c(N)c(Br)c(C4CCCNC4)nc23)cn1. Cell line: COLO320DM. Synergy scores: synergy=-4.78. (4) Drug 1: NC(=O)c1cccc2cn(-c3ccc(C4CCCNC4)cc3)nc12. Drug 2: O=C(NOCC(O)CO)c1ccc(F)c(F)c1Nc1ccc(I)cc1F. Cell line: MSTO. Synergy scores: synergy=9.05. (5) Drug 1: O=S1(=O)NC2(CN1CC(F)(F)F)C1CCC2Cc2cc(C=CCN3CCC(C(F)(F)F)CC3)ccc2C1. Drug 2: CCC1(O)C(=O)OCc2c1cc1n(c2=O)Cc2cc3c(CN(C)C)c(O)ccc3nc2-1. Cell line: NCIH520. Synergy scores: synergy=17.4.